This data is from Forward reaction prediction with 1.9M reactions from USPTO patents (1976-2016). The task is: Predict the product of the given reaction. (1) Given the reactants C(OC([N:8]1[CH2:32][CH2:31][C:11]2([CH2:15][N:14]([CH2:16][C:17]3[CH:22]=[CH:21][CH:20]=[C:19](CC4C=CC([Cl:30])=CC=4)[CH:18]=3)[CH2:13][CH2:12]2)[CH2:10][CH2:9]1)=O)(C)(C)C.[ClH:33].[O:34]1[CH2:39][CH2:38]OCC1, predict the reaction product. The product is: [ClH:30].[Cl:33][C:10]1[CH:9]=[CH:38][C:39]([O:34][C:19]2[CH:18]=[C:17]([CH:22]=[CH:21][CH:20]=2)[CH2:16][N:14]2[CH2:13][CH2:12][C:11]3([CH2:10][CH2:9][NH:8][CH2:32][CH2:31]3)[CH2:15]2)=[CH:12][CH:11]=1. (2) The product is: [CH:4]([C:6]1[CH:10]=[C:9]([CH3:11])[N:8]([C:12]2[CH:17]=[CH:16][CH:15]=[CH:14][CH:13]=2)[N:7]=1)=[O:3]. Given the reactants C([O:3][C:4]([C:6]1[CH:10]=[C:9]([CH3:11])[N:8]([C:12]2[CH:17]=[CH:16][CH:15]=[CH:14][CH:13]=2)[N:7]=1)=O)C.CC(C[AlH]CC(C)C)C.CCCCCC.C(OCC)(=O)C, predict the reaction product. (3) Given the reactants [NH2:1][CH:2]([C:11]1[C:16]([O:17][CH3:18])=[CH:15][CH:14]=[CH:13][C:12]=1[O:19][CH3:20])[CH2:3][CH2:4][CH2:5][CH2:6][C:7]([O:9]C)=O.[C:21]1([C:27]2[S:28][CH:29]=[C:30]([CH:32]=O)[N:31]=2)[CH:26]=[CH:25][CH:24]=[CH:23][CH:22]=1, predict the reaction product. The product is: [CH3:20][O:19][C:12]1[CH:13]=[CH:14][CH:15]=[C:16]([O:17][CH3:18])[C:11]=1[CH:2]1[N:1]([CH2:32][C:30]2[N:31]=[C:27]([C:21]3[CH:22]=[CH:23][CH:24]=[CH:25][CH:26]=3)[S:28][CH:29]=2)[C:7](=[O:9])[CH2:6][CH2:5][CH2:4][CH2:3]1.